This data is from Full USPTO retrosynthesis dataset with 1.9M reactions from patents (1976-2016). The task is: Predict the reactants needed to synthesize the given product. Given the product [S:1]([O-:5])([OH:4])(=[O:3])=[O:2].[CH3:6][N:7]([C+:9]([N:12]([CH3:14])[CH3:13])[Cl:10])[CH3:8], predict the reactants needed to synthesize it. The reactants are: [S:1](=[O:5])(=[O:4])([OH:3])[OH:2].[CH3:6][N:7]([C:9]([N:12]([CH3:14])[CH3:13])(Cl)[Cl:10])[CH3:8].